This data is from Full USPTO retrosynthesis dataset with 1.9M reactions from patents (1976-2016). The task is: Predict the reactants needed to synthesize the given product. (1) Given the product [C:40]([C:41]1[CH:46]=[CH:45][CH:44]=[CH:43][C:42]=1[B:31]([OH:32])[OH:30])#[N:47], predict the reactants needed to synthesize it. The reactants are: CC1(C)CCCC(C)(C)N1.C([Li])CCC.[Li]N1C(C)(C)CCCC1(C)C.C([O:30][B:31](OC(C)C)[O:32]C(C)C)(C)C.[C:40](#[N:47])[C:41]1[CH:46]=[CH:45][CH:44]=[CH:43][CH:42]=1. (2) The reactants are: [NH2:1][C:2]1[CH:14]=[CH:13][C:5]([C:6]([O:8][C:9]([CH3:12])([CH3:11])[CH3:10])=[O:7])=[C:4]([NH:15][C:16]2[CH:21]=[CH:20][C:19]([F:22])=[CH:18][CH:17]=2)[CH:3]=1.[S:23]1[C:27]2[CH:28]=[CH:29][CH:30]=[CH:31][C:26]=2[C:25]([C:32](Cl)=[O:33])=[CH:24]1.C(=O)([O-])O.[Na+]. Given the product [S:23]1[C:27]2[CH:28]=[CH:29][CH:30]=[CH:31][C:26]=2[C:25]([C:32]([NH:1][C:2]2[CH:14]=[CH:13][C:5]([C:6]([O:8][C:9]([CH3:12])([CH3:11])[CH3:10])=[O:7])=[C:4]([NH:15][C:16]3[CH:21]=[CH:20][C:19]([F:22])=[CH:18][CH:17]=3)[CH:3]=2)=[O:33])=[CH:24]1, predict the reactants needed to synthesize it. (3) Given the product [CH3:1][N:2]1[C:8](=[O:9])[C:7]2[CH:10]=[CH:11][CH:12]=[CH:13][C:6]=2[S:5](=[O:23])[C:4]2[CH:14]=[CH:15][C:16]([C:18]([OH:20])=[O:19])=[CH:17][C:3]1=2, predict the reactants needed to synthesize it. The reactants are: [CH3:1][N:2]1[C:8](=[O:9])[C:7]2[CH:10]=[CH:11][CH:12]=[CH:13][C:6]=2[S:5][C:4]2[CH:14]=[CH:15][C:16]([C:18]([OH:20])=[O:19])=[CH:17][C:3]1=2.OO.[O-:23]S([O-])(=S)=O.[Na+].[Na+]. (4) Given the product [Br:4][C:5]1[CH:6]=[CH:7][C:8]([O:35][CH2:36][O:37][CH3:38])=[C:9]([C@:11]([NH:28][S@:29]([C:31]([CH3:32])([CH3:33])[CH3:34])=[O:30])([C:14]2[CH:19]=[C:18]([N:20]3[CH2:25][CH2:24][O:23][CH2:22][CH2:21]3)[N:17]=[C:16]([F:26])[C:15]=2[Cl:27])[CH2:12][O:13][CH2:40][C:41]#[N:42])[CH:10]=1, predict the reactants needed to synthesize it. The reactants are: O.[OH-].[Li+].[Br:4][C:5]1[CH:6]=[CH:7][C:8]([O:35][CH2:36][O:37][CH3:38])=[C:9]([C@:11]([NH:28][S@:29]([C:31]([CH3:34])([CH3:33])[CH3:32])=[O:30])([C:14]2[CH:19]=[C:18]([N:20]3[CH2:25][CH2:24][O:23][CH2:22][CH2:21]3)[N:17]=[C:16]([F:26])[C:15]=2[Cl:27])[CH2:12][OH:13])[CH:10]=1.Br[CH2:40][C:41]#[N:42].[Cl-].[NH4+]. (5) The reactants are: Cl[C:2]1[CH:7]=[C:6]([Cl:8])[N:5]=[C:4]([S:9][CH3:10])[N:3]=1.Cl.[NH:12]1[CH2:15][CH2:14][CH2:13]1.C(N(CC)C(C)C)(C)C. Given the product [N:12]1([C:2]2[CH:7]=[C:6]([Cl:8])[N:5]=[C:4]([S:9][CH3:10])[N:3]=2)[CH2:15][CH2:14][CH2:13]1, predict the reactants needed to synthesize it. (6) The reactants are: [CH3:1][S:2]([N:5]1[CH2:10][CH2:9][CH2:8][C@H:7]([NH:11][C:12]2[C:17]([C:18]3[N:19]=[C:20]4[CH:26]=[CH:25][N:24]([CH2:27][O:28][CH2:29][CH2:30][Si:31]([CH3:34])([CH3:33])[CH3:32])[C:21]4=[N:22][CH:23]=3)=[CH:16][N:15]=[C:14](SC)[N:13]=2)[CH2:6]1)(=[O:4])=[O:3].C(O)C.O. Given the product [CH3:1][S:2]([N:5]1[CH2:10][CH2:9][CH2:8][C@H:7]([NH:11][C:12]2[C:17]([C:18]3[N:19]=[C:20]4[CH:26]=[CH:25][N:24]([CH2:27][O:28][CH2:29][CH2:30][Si:31]([CH3:34])([CH3:33])[CH3:32])[C:21]4=[N:22][CH:23]=3)=[CH:16][N:15]=[CH:14][N:13]=2)[CH2:6]1)(=[O:4])=[O:3], predict the reactants needed to synthesize it. (7) Given the product [C:4]([C:3]1[CH:6]=[CH:7][CH:8]=[CH:9][C:2]=1[B:14]([OH:15])[OH:13])#[N:5], predict the reactants needed to synthesize it. The reactants are: Br[C:2]1[CH:9]=[CH:8][CH:7]=[CH:6][C:3]=1[C:4]#[N:5].C([O:13][B:14](OC(C)C)[O:15]C(C)C)(C)C.C([Li])CCCCC.O.